From a dataset of Full USPTO retrosynthesis dataset with 1.9M reactions from patents (1976-2016). Predict the reactants needed to synthesize the given product. (1) Given the product [F:26][C:20]([F:27])([C:14]1[CH:15]=[CH:16][CH:17]=[C:12]([O:11][CH2:10][CH2:9][OH:8])[CH:13]=1)[C:21]([O:23][CH3:24])=[O:22], predict the reactants needed to synthesize it. The reactants are: C([Si]([O:8][CH2:9][CH2:10][O:11][C:12]1[CH:17]=[CH:16][CH:15]=[C:14](I)[CH:13]=1)(C)C)(C)(C)C.Br[C:20]([F:27])([F:26])[C:21]([O:23][CH2:24]C)=[O:22]. (2) Given the product [CH3:18]/[C:17](=[CH:8]\[C:7]1[CH:10]=[CH:11][C:4]([N+:1]([O-:3])=[O:2])=[CH:5][CH:6]=1)/[C:15]([O:14][CH2:12][CH3:13])=[O:16], predict the reactants needed to synthesize it. The reactants are: [N+:1]([C:4]1[CH:11]=[CH:10][C:7]([CH:8]=O)=[CH:6][CH:5]=1)([O-:3])=[O:2].[CH2:12]([O:14][C:15]([C:17](=P(C1C=CC=CC=1)(C1C=CC=CC=1)C1C=CC=CC=1)[CH3:18])=[O:16])[CH3:13]. (3) Given the product [CH2:24]([N:18]([CH2:19][CH2:20][N:21]([CH3:22])[CH3:23])[C:16](=[O:17])[C@@H:15]([NH:14][C:10]([NH:9][C:6]1[CH:5]=[CH:4][C:3]([C:2]([F:12])([F:13])[F:1])=[CH:8][CH:7]=1)=[O:11])[CH:31]([CH3:32])[CH3:33])[C:25]1[CH:30]=[CH:29][CH:28]=[CH:27][CH:26]=1, predict the reactants needed to synthesize it. The reactants are: [F:1][C:2]([F:13])([F:12])[C:3]1[CH:8]=[CH:7][C:6]([N:9]=[C:10]=[O:11])=[CH:5][CH:4]=1.[NH2:14][CH:15]([CH:31]([CH3:33])[CH3:32])[C:16]([N:18]([CH2:24][C:25]1[CH:30]=[CH:29][CH:28]=[CH:27][CH:26]=1)[CH2:19][CH2:20][N:21]([CH3:23])[CH3:22])=[O:17]. (4) The reactants are: [CH2:1]([O:8][C:9](=[O:24])[NH:10][C@@H:11]1[C:14](=[O:15])[NH:13][C@@H:12]1[CH2:16][N:17]1[N:21]=[C:20]([CH:22]=O)[CH:19]=[N:18]1)[C:2]1[CH:7]=[CH:6][CH:5]=[CH:4][CH:3]=1.[CH3:25][NH2:26].C(O[BH-](OC(=O)C)OC(=O)C)(=O)C.[Na+]. Given the product [CH2:1]([O:8][C:9](=[O:24])[NH:10][C@@H:11]1[C:14](=[O:15])[NH:13][C@@H:12]1[CH2:16][N:17]1[N:21]=[C:20]([CH2:22][NH:26][CH3:25])[CH:19]=[N:18]1)[C:2]1[CH:7]=[CH:6][CH:5]=[CH:4][CH:3]=1, predict the reactants needed to synthesize it. (5) Given the product [F:8][C:9]1[CH:18]=[CH:17][C:16]([O:19][CH2:20][CH2:21][CH3:22])=[C:15]2[C:10]=1[C:11](=[O:43])[C:12]([C:35]1[CH:36]=[CH:37][C:38]([O:41][CH3:42])=[CH:39][CH:40]=1)=[CH:13][N:14]2[CH2:23][C:24]([N:26]([CH3:3])[CH2:27][CH2:28][N:29]1[CH2:34][CH2:33][O:32][CH2:31][CH2:30]1)=[O:25], predict the reactants needed to synthesize it. The reactants are: [H-].[Na+].[CH3:3]N(C=O)C.[F:8][C:9]1[CH:18]=[CH:17][C:16]([O:19][CH2:20][CH2:21][CH3:22])=[C:15]2[C:10]=1[C:11](=[O:43])[C:12]([C:35]1[CH:40]=[CH:39][C:38]([O:41][CH3:42])=[CH:37][CH:36]=1)=[CH:13][N:14]2[CH2:23][C:24]([NH:26][CH2:27][CH2:28][N:29]1[CH2:34][CH2:33][O:32][CH2:31][CH2:30]1)=[O:25].CI. (6) Given the product [CH3:1][C:2]([NH:23][C:21](=[O:17])[CH3:22])([CH3:14])[CH2:3][C:4]1[C:13]2[C:8](=[CH:9][CH:10]=[CH:11][CH:12]=2)[CH:7]=[CH:6][CH:5]=1, predict the reactants needed to synthesize it. The reactants are: [CH3:1][C:2](O)([CH3:14])[CH2:3][C:4]1[C:13]2[C:8](=[CH:9][CH:10]=[CH:11][CH:12]=2)[CH:7]=[CH:6][CH:5]=1.S(=O)(=O)(O)[OH:17].[C:21](#[N:23])[CH3:22].